Dataset: NCI-60 drug combinations with 297,098 pairs across 59 cell lines. Task: Regression. Given two drug SMILES strings and cell line genomic features, predict the synergy score measuring deviation from expected non-interaction effect. (1) Drug 1: COC1=C(C=C2C(=C1)N=CN=C2NC3=CC(=C(C=C3)F)Cl)OCCCN4CCOCC4. Drug 2: C1CNP(=O)(OC1)N(CCCl)CCCl. Cell line: IGROV1. Synergy scores: CSS=49.3, Synergy_ZIP=6.65, Synergy_Bliss=5.60, Synergy_Loewe=-19.3, Synergy_HSA=4.28. (2) Drug 1: CC(C1=C(C=CC(=C1Cl)F)Cl)OC2=C(N=CC(=C2)C3=CN(N=C3)C4CCNCC4)N. Drug 2: CC(C)NC(=O)C1=CC=C(C=C1)CNNC.Cl. Cell line: A498. Synergy scores: CSS=4.58, Synergy_ZIP=-1.44, Synergy_Bliss=-2.96, Synergy_Loewe=-10.3, Synergy_HSA=-4.61.